From a dataset of Reaction yield outcomes from USPTO patents with 853,638 reactions. Predict the reaction yield, written as a fraction of the theoretical maximum amount of product (1.0 means a 100% yield; for example, 0.34 means a 34% yield). (1) The product is [F:1][C:2]1[CH:3]=[C:4]2[C:8](=[CH:9][CH:10]=1)[N:7]([CH2:11][C:12]1[CH:17]=[CH:16][C:15]([O:18][CH3:19])=[CH:14][CH:13]=1)[C:6](=[O:20])[CH2:5]2. The catalyst is O.NN.C(O)C.O. The reactants are [F:1][C:2]1[CH:3]=[C:4]2[C:8](=[CH:9][CH:10]=1)[N:7]([CH2:11][C:12]1[CH:17]=[CH:16][C:15]([O:18][CH3:19])=[CH:14][CH:13]=1)[C:6](=[O:20])[C:5]2=O. The yield is 0.900. (2) The reactants are Cl[C:2]1[CH:9]=[CH:8][C:5]([C:6]#[N:7])=[CH:4][N:3]=1.C(N(CC)CC)C.[NH:17]1[CH2:22][CH2:21][CH2:20][C@@H:19]([NH:23][C:24]2[CH:29]=[CH:28][N:27]=[C:26]([C:30]3[CH:31]=[N:32][N:33]4[CH:38]=[CH:37][C:36]([C:39]#[N:40])=[CH:35][C:34]=34)[N:25]=2)[CH2:18]1.C(=O)([O-])O.[Na+]. The catalyst is ClCCl. The product is [C:6]([C:5]1[CH:8]=[CH:9][C:2]([N:17]2[CH2:22][CH2:21][CH2:20][C@@H:19]([NH:23][C:24]3[CH:29]=[CH:28][N:27]=[C:26]([C:30]4[CH:31]=[N:32][N:33]5[CH:38]=[CH:37][C:36]([C:39]#[N:40])=[CH:35][C:34]=45)[N:25]=3)[CH2:18]2)=[N:3][CH:4]=1)#[N:7]. The yield is 0.710. (3) The reactants are [F:1][CH:2]([F:20])[O:3][C:4]1[CH:9]=[CH:8][C:7]([C:10](=O)[C:11]([C:13]2[CH:18]=[CH:17][CH:16]=[CH:15]C=2)=O)=[CH:6][CH:5]=1.[O:21]1[CH2:26]COCC1.Cl.[CH3:28][NH:29][C:30]([NH2:32])=[NH:31].C([O-])([O-])=O.[Na+].[Na+]. The catalyst is O.CCO. The product is [NH2:32][C:30]1[N:29]([CH3:28])[C:26](=[O:21])[C:10]([C:7]2[CH:6]=[CH:5][C:4]([O:3][CH:2]([F:1])[F:20])=[CH:9][CH:8]=2)([C:11]2[CH:13]=[CH:18][CH:17]=[CH:16][CH:15]=2)[N:31]=1. The yield is 0.940. (4) The reactants are [CH3:1][C:2]([CH3:31])([CH3:30])[C:3]([N:5]1[CH2:12][C:11]2[C:10]([NH:13][C:14](=[O:22])[C:15]3[CH:20]=[CH:19][C:18]([F:21])=[CH:17][CH:16]=3)=[N:9][N:8](C(OCC)=O)[C:7]=2[C:6]1([CH3:29])[CH3:28])=[O:4].C(Cl)Cl.CO. The catalyst is CO. The product is [CH3:1][C:2]([CH3:31])([CH3:30])[C:3]([N:5]1[CH2:12][C:11]2[C:10]([NH:13][C:14](=[O:22])[C:15]3[CH:16]=[CH:17][C:18]([F:21])=[CH:19][CH:20]=3)=[N:9][NH:8][C:7]=2[C:6]1([CH3:29])[CH3:28])=[O:4]. The yield is 0.860. (5) The reactants are C(OC([N:8]1[CH2:13][CH2:12][CH2:11][CH:10]([CH2:14][C:15]2[CH:20]=[CH:19][CH:18]=[CH:17][CH:16]=2)[CH2:9]1)=O)(C)(C)C.[ClH:21]. The product is [ClH:21].[CH2:14]([CH:10]1[CH2:11][CH2:12][CH2:13][NH:8][CH2:9]1)[C:15]1[CH:20]=[CH:19][CH:18]=[CH:17][CH:16]=1. The yield is 1.00. The catalyst is CO.O1CCOCC1. (6) The reactants are C[Si]([N-][Si](C)(C)C)(C)C.[Li+].[Cl:11][C:12]1[CH:17]=[CH:16][CH:15]=[CH:14][C:13]=1[CH:18]([O:21][Si](C)(C)C)C#N.[Br:26][C:27]1[S:31][C:30]([CH:32]=[O:33])=[CH:29][CH:28]=1. The catalyst is O1CCCC1. The product is [Br:26][C:27]1[S:31][C:30]([CH:32]([OH:33])[C:18]([C:13]2[CH:14]=[CH:15][CH:16]=[CH:17][C:12]=2[Cl:11])=[O:21])=[CH:29][CH:28]=1. The yield is 0.140. (7) The reactants are [CH3:1][C:2]1[CH:11]=[CH:10][C:9]2[C:4](=[CH:5][CH:6]=[CH:7][C:8]=2[N:12]2[CH2:17][CH2:16][N:15]([CH2:18][CH2:19][C:20]3[CH:21]=[C:22]([CH:24]=[CH:25][CH:26]=3)[NH2:23])[CH2:14][CH2:13]2)[N:3]=1.[CH3:27][CH:28]([CH3:33])[CH2:29][C:30](Cl)=[O:31]. No catalyst specified. The product is [CH3:27][CH:28]([CH3:33])[CH2:29][C:30]([NH:23][C:22]1[CH:24]=[CH:25][CH:26]=[C:20]([CH2:19][CH2:18][N:15]2[CH2:14][CH2:13][N:12]([C:8]3[CH:7]=[CH:6][CH:5]=[C:4]4[C:9]=3[CH:10]=[CH:11][C:2]([CH3:1])=[N:3]4)[CH2:17][CH2:16]2)[CH:21]=1)=[O:31]. The yield is 0.640. (8) The reactants are C1(P(C2C=CC=CC=2)C2C=CC=CC=2)C=CC=CC=1.CC(OC(/N=N/C(OC(C)C)=O)=O)C.[CH2:34](O)[CH2:35][CH2:36][CH2:37]/[CH:38]=[CH:39]\[CH2:40]/[CH:41]=[CH:42]\[CH2:43]/[CH:44]=[CH:45]\[CH2:46]/[CH:47]=[CH:48]\[CH2:49]/[CH:50]=[CH:51]\[CH2:52][CH3:53].[C:55]([OH:58])(=[S:57])[CH3:56]. The catalyst is C1COCC1.CCCCCCC. The product is [C:55](=[O:58])([S:57][CH2:34][CH2:35][CH2:36][CH2:37]/[CH:38]=[CH:39]\[CH2:40]/[CH:41]=[CH:42]\[CH2:43]/[CH:44]=[CH:45]\[CH2:46]/[CH:47]=[CH:48]\[CH2:49]/[CH:50]=[CH:51]\[CH2:52][CH3:53])[CH3:56]. The yield is 0.790. (9) The reactants are [CH:1]1([C:6](=[S:8])[NH2:7])[CH2:5][CH2:4][CH2:3][CH2:2]1.Br[CH:10]([C:16](=O)[C:17]1[CH:22]=[CH:21][C:20]([O:23][C:24]2[CH:29]=[CH:28][CH:27]=[CH:26][CH:25]=2)=[CH:19][CH:18]=1)[C:11]([O:13][CH2:14][CH3:15])=[O:12]. The catalyst is CCO. The product is [CH:1]1([C:6]2[S:8][C:10]([C:11]([O:13][CH2:14][CH3:15])=[O:12])=[C:16]([C:17]3[CH:18]=[CH:19][C:20]([O:23][C:24]4[CH:29]=[CH:28][CH:27]=[CH:26][CH:25]=4)=[CH:21][CH:22]=3)[N:7]=2)[CH2:5][CH2:4][CH2:3][CH2:2]1. The yield is 0.430.